From a dataset of Reaction yield outcomes from USPTO patents with 853,638 reactions. Predict the reaction yield, written as a fraction of the theoretical maximum amount of product (1.0 means a 100% yield; for example, 0.34 means a 34% yield). (1) The reactants are CC1(C)CCCC(C)(C)N1.[Li]CCCC.[B:16](OC(C)C)([O:21]C(C)C)[O:17]C(C)C.[CH:29]1([C:33]2[CH:38]=[CH:37][CH:36]=[C:35]([F:39])[C:34]=2[O:40][CH3:41])[CH2:32][CH2:31][CH2:30]1. The catalyst is O.CC(O)=O.C1COCC1. The product is [CH:29]1([C:33]2[CH:38]=[CH:37][C:36]([B:16]([OH:21])[OH:17])=[C:35]([F:39])[C:34]=2[O:40][CH3:41])[CH2:30][CH2:31][CH2:32]1. The yield is 0.900. (2) The reactants are C[O:2][C:3](=O)[CH2:4][C:5]1[N:6]=[C:7]([C:11]2[CH:16]=[CH:15][CH:14]=[CH:13][CH:12]=2)[O:8][C:9]=1[CH3:10].[H-].[H-].[H-].[H-].[Li+].[Al+3].[OH-].[Na+].[O-]S([O-])(=O)=O.[Mg+2]. The catalyst is CCOCC.O. The product is [CH3:10][C:9]1[O:8][C:7]([C:11]2[CH:16]=[CH:15][CH:14]=[CH:13][CH:12]=2)=[N:6][C:5]=1[CH2:4][CH2:3][OH:2]. The yield is 0.800.